Dataset: Reaction yield outcomes from USPTO patents with 853,638 reactions. Task: Predict the reaction yield, written as a fraction of the theoretical maximum amount of product (1.0 means a 100% yield; for example, 0.34 means a 34% yield). (1) The reactants are [CH2:1]([O:8][CH:9]([CH3:15])[CH2:10][CH2:11][C:12]([OH:14])=O)[C:2]1[CH:7]=[CH:6][CH:5]=[CH:4][CH:3]=1.C(Cl)(=O)C(Cl)=O.CN(C)C=O.Cl.[NH2:28][C:29]1[C:37]([OH:38])=[C:36]2[C:32]([CH2:33][CH2:34][CH:35]2[CH2:39][CH2:40][NH:41][C:42](=[O:44])[CH3:43])=[CH:31][CH:30]=1. The catalyst is O1CCCC1.N1C=CC=CC=1. The product is [C:42]([NH:41][CH2:40][CH2:39][CH:35]1[C:36]2[C:32](=[CH:31][CH:30]=[C:29]([NH:28][C:12](=[O:14])[CH2:11][CH2:10][CH:9]([O:8][CH2:1][C:2]3[CH:3]=[CH:4][CH:5]=[CH:6][CH:7]=3)[CH3:15])[C:37]=2[OH:38])[CH2:33][CH2:34]1)(=[O:44])[CH3:43]. The yield is 0.570. (2) The catalyst is C(Cl)(Cl)Cl.CO. The yield is 1.00. The product is [CH2:7]([C:11]1[N:16]=[C:15]([CH3:17])[N:14]=[C:13]([O:18][CH2:19][C:20]([OH:22])=[O:21])[C:12]=1[CH2:25][C:26]1[CH:27]=[CH:28][C:29]([C:32]2[CH:37]=[CH:36][CH:35]=[CH:34][C:33]=2[C:38]#[N:39])=[CH:30][CH:31]=1)[CH2:8][CH2:9][CH3:10]. The reactants are O.[OH-].[Li+].CO.O.[CH2:7]([C:11]1[N:16]=[C:15]([CH3:17])[N:14]=[C:13]([O:18][CH2:19][C:20]([O:22]CC)=[O:21])[C:12]=1[CH2:25][C:26]1[CH:31]=[CH:30][C:29]([C:32]2[CH:37]=[CH:36][CH:35]=[CH:34][C:33]=2[C:38]#[N:39])=[CH:28][CH:27]=1)[CH2:8][CH2:9][CH3:10]. (3) The reactants are [CH3:1][CH2:2][CH2:3][CH:4]([NH2:8])[CH2:5][CH2:6][CH3:7].C(N(CC)CC)C.[O:16]1[C:20]2[CH:21]=[CH:22][C:23]([C:25](Cl)=[O:26])=[CH:24][C:19]=2[O:18][CH2:17]1. The catalyst is ClCCl. The product is [CH3:1][CH2:2][CH2:3][CH:4]([NH:8][C:25]([C:23]1[CH:22]=[CH:21][C:20]2[O:16][CH2:17][O:18][C:19]=2[CH:24]=1)=[O:26])[CH2:5][CH2:6][CH3:7]. The yield is 0.483.